The task is: Predict the reactants needed to synthesize the given product.. This data is from Full USPTO retrosynthesis dataset with 1.9M reactions from patents (1976-2016). (1) Given the product [Cl:1][C:2]1[CH:7]=[C:6]([C:8]([F:11])([F:10])[F:9])[C:5]([OH:34])=[C:4]([CH:3]=1)[CH:28]=[O:29], predict the reactants needed to synthesize it. The reactants are: [Cl:1][C:2]1[CH:3]=[CH:4][C:5](F)=[C:6]([C:8]([F:11])([F:10])[F:9])[CH:7]=1.CN(C)CCN(C)C.C([Li])CCC.CN(C)[CH:28]=[O:29].C1C[O:34]CC1. (2) Given the product [O:23]1[C:24]2[C:25](=[N:26][CH:27]=[CH:28][CH:29]=2)[O:30][C@@H:21]([C:18]2[CH:19]=[CH:20][C:15]([CH2:14][N:11]3[CH2:10][CH2:9][CH:34]([CH:37]4[CH2:42][CH2:41][CH:40]([C:43]([OH:45])=[O:44])[CH2:39][CH2:38]4)[CH2:13][CH2:12]3)=[CH:16][CH:17]=2)[CH2:22]1, predict the reactants needed to synthesize it. The reactants are: C(OC(N1[CH2:13][CH2:12][N:11]([CH2:14][C:15]2[CH:20]=[CH:19][C:18]([C@@H:21]3[O:30][C:25]4=[N:26][CH:27]=[CH:28][CH:29]=[C:24]4[O:23][CH2:22]3)=[CH:17][CH:16]=2)[CH2:10][CH2:9]1)=O)(C)(C)C.N1CC[CH:34]([CH:37]2[CH2:42][CH2:41][CH:40]([C:43]([OH:45])=[O:44])[CH2:39][CH2:38]2)CC1. (3) Given the product [C:1]([C:4]1[CH:12]=[CH:11][C:7]([C:8]([O:10][CH3:16])=[O:9])=[CH:6][C:5]=1[Br:13])(=[O:3])[CH3:2], predict the reactants needed to synthesize it. The reactants are: [C:1]([C:4]1[CH:12]=[CH:11][C:7]([C:8]([OH:10])=[O:9])=[CH:6][C:5]=1[Br:13])(=[O:3])[CH3:2].CI.[C:16](=O)([O-])[O-].[K+].[K+].O. (4) Given the product [OH:25][C:26]1[CH:27]=[C:28]2[C:32](=[CH:33][CH:34]=1)[NH:31][CH:30]=[C:29]2[CH2:35][C:36]([NH:56][CH:55]([C:57]1[N:61]([C:62]2[CH:67]=[CH:66][CH:65]=[CH:64][CH:63]=2)[N:60]=[N:59][CH:58]=1)[CH2:54][C:48]1[CH:49]=[CH:50][CH:51]=[CH:52][CH:53]=1)=[O:38], predict the reactants needed to synthesize it. The reactants are: CN(C(ON1N=NC2C=CC=NC1=2)=[N+](C)C)C.F[P-](F)(F)(F)(F)F.[OH:25][C:26]1[CH:27]=[C:28]2[C:32](=[CH:33][CH:34]=1)[NH:31][CH:30]=[C:29]2[CH2:35][C:36]([OH:38])=O.CCN(C(C)C)C(C)C.[C:48]1([CH2:54][CH:55]([C:57]2[N:61]([C:62]3[CH:67]=[CH:66][CH:65]=[CH:64][CH:63]=3)[N:60]=[N:59][CH:58]=2)[NH2:56])[CH:53]=[CH:52][CH:51]=[CH:50][CH:49]=1. (5) Given the product [Br:1][C:2]1[CH:11]=[CH:10][C:9]([C:12]([OH:14])=[O:13])=[C:8]2[C:3]=1[CH:4]=[CH:5][CH:6]=[N:7]2, predict the reactants needed to synthesize it. The reactants are: [Br:1][C:2]1[CH:11]=[CH:10][C:9]([CH:12]=[O:13])=[C:8]2[C:3]=1[CH:4]=[CH:5][CH:6]=[N:7]2.[OH-:14].[Na+]. (6) Given the product [Cl:23][C:12]1[C:11]([C:19]#[N:20])=[C:10]([C:4]2[CH:5]=[C:6]([O:8][CH3:9])[CH:7]=[C:2]([Cl:1])[CH:3]=2)[N:15]=[C:14]([S:16][CH3:17])[N:13]=1, predict the reactants needed to synthesize it. The reactants are: [Cl:1][C:2]1[CH:3]=[C:4]([C:10]2[N:15]=[C:14]([S:16][CH3:17])[N:13]=[C:12](O)[C:11]=2[C:19]#[N:20])[CH:5]=[C:6]([O:8][CH3:9])[CH:7]=1.O=P(Cl)(Cl)[Cl:23].CN(C=O)C.C([O-])(O)=O.[Na+].